From a dataset of Reaction yield outcomes from USPTO patents with 853,638 reactions. Predict the reaction yield, written as a fraction of the theoretical maximum amount of product (1.0 means a 100% yield; for example, 0.34 means a 34% yield). (1) The reactants are [F:1][C:2]1[CH:7]=[CH:6][C:5]([C:8]2[O:12][N:11]=[C:10]([CH:13]([OH:15])[CH3:14])[N:9]=2)=[CH:4][CH:3]=1.CC(OI1(OC(C)=O)(OC(C)=O)OC(=O)C2C=CC=CC1=2)=O. The catalyst is C(Cl)Cl. The product is [F:1][C:2]1[CH:3]=[CH:4][C:5]([C:8]2[O:12][N:11]=[C:10]([C:13](=[O:15])[CH3:14])[N:9]=2)=[CH:6][CH:7]=1. The yield is 0.720. (2) The reactants are C([O:5][C:6]([C:8]1([CH2:11][CH2:12][CH2:13][CH2:14][C:15](=[O:30])[CH2:16][CH2:17][CH2:18][CH2:19][C:20]2([C:23]([O:25]C(C)(C)C)=[O:24])[CH2:22][CH2:21]2)[CH2:10][CH2:9]1)=[O:7])(C)(C)C. The catalyst is C(O)=O. The product is [C:23]([C:20]1([CH2:19][CH2:18][CH2:17][CH2:16][C:15](=[O:30])[CH2:14][CH2:13][CH2:12][CH2:11][C:8]2([C:6]([OH:7])=[O:5])[CH2:9][CH2:10]2)[CH2:22][CH2:21]1)([OH:25])=[O:24]. The yield is 0.990. (3) The reactants are Br[C:2]1[CH:3]=[C:4]2[N:10]([C:11]([O:13][C:14]([CH3:17])([CH3:16])[CH3:15])=[O:12])[C:9](=[O:18])[N:8]([C:19]([O:21][C:22]([CH3:25])([CH3:24])[CH3:23])=[O:20])[C:5]2=[N:6][CH:7]=1.[B:26]1([B:26]2[O:30][C:29]([CH3:32])([CH3:31])[C:28]([CH3:34])([CH3:33])[O:27]2)[O:30][C:29]([CH3:32])([CH3:31])[C:28]([CH3:34])([CH3:33])[O:27]1.C([O-])(=O)C.[K+]. The catalyst is O1CCOCC1.CCOC(C)=O. The product is [O:18]=[C:9]1[N:8]([C:19]([O:21][C:22]([CH3:25])([CH3:24])[CH3:23])=[O:20])[C:5]2=[N:6][CH:7]=[C:2]([B:26]3[O:30][C:29]([CH3:32])([CH3:31])[C:28]([CH3:34])([CH3:33])[O:27]3)[CH:3]=[C:4]2[N:10]1[C:11]([O:13][C:14]([CH3:17])([CH3:16])[CH3:15])=[O:12]. The yield is 0.790. (4) The reactants are [OH:1][C:2]1[C:3](=[O:13])[NH:4][CH:5]=[CH:6][C:7]=1[C:8]([O:10]CC)=[O:9].[Li+].[OH-].O. The catalyst is C1COCC1. The product is [OH:1][C:2]1[C:3](=[O:13])[NH:4][CH:5]=[CH:6][C:7]=1[C:8]([OH:10])=[O:9]. The yield is 0.940. (5) The product is [Cl:7][C:8]1[C:17]2[C:12](=[CH:13][CH:14]=[CH:15][CH:16]=2)[C:11](=[O:18])[N:10]([CH:20]([CH3:22])[CH3:21])[N:9]=1. The reactants are C(=O)([O-])[O-].[K+].[K+].[Cl:7][C:8]1[C:17]2[C:12](=[CH:13][CH:14]=[CH:15][CH:16]=2)[C:11](=[O:18])[NH:10][N:9]=1.Br[CH:20]([CH3:22])[CH3:21]. The catalyst is O. The yield is 1.03. (6) The reactants are [C:1]([O:5][C:6]([NH:8][C@:9]1([C:14]([OH:16])=O)[CH2:11][C@H:10]1[CH:12]=[CH2:13])=[O:7])([CH3:4])([CH3:3])[CH3:2].C1N=CN(C(N2C=NC=C2)=O)C=1.[CH:29]1([S:32]([NH2:35])(=[O:34])=[O:33])[CH2:31][CH2:30]1.C1CCN2C(=NCCC2)CC1. The catalyst is C1COCC1. The product is [C:1]([O:5][C:6]([NH:8][C@:9]1([C:14]([NH:35][S:32]([CH:29]2[CH2:31][CH2:30]2)(=[O:34])=[O:33])=[O:16])[CH2:11][C@H:10]1[CH:12]=[CH2:13])=[O:7])([CH3:2])([CH3:3])[CH3:4]. The yield is 0.920.